Task: Predict the product of the given reaction.. Dataset: Forward reaction prediction with 1.9M reactions from USPTO patents (1976-2016) (1) Given the reactants [Br:1][CH:2]1[CH:7]([Br:8])[CH2:6]C=C[CH2:3]1.CN1[CH2:15][CH2:14][O:13]CC1.[OH:16]S([O-])=O.[Na+].[O-][Si]([O-])=O.[Mg+2], predict the reaction product. The product is: [Br:1][CH:2]1[CH:7]([Br:8])[CH2:6][CH:15]([OH:16])[CH:14]([OH:13])[CH2:3]1. (2) Given the reactants C([BH-](CC)CC)C.[Li+].ClC1[CH:11]=[C:12](C=CC=1)[O:13][CH2:14][C@@H]1N(C)C(=O)C[C@@H]1C1C=CC=CC=1.C([C@@H]1N(C)C(=O)C[C@@H]1C1C=CC=CC=1)=[O:32].C1(C2SC=CC=2)C=CC=CC=1.[Li]CCCC.[OH:62][C@H:63]([C:78]1[S:79][C:80]([C:83]2[CH:88]=[CH:87][CH:86]=[CH:85][CH:84]=2)=[CH:81][CH:82]=1)[C@@H:64]1[N:68]([CH3:69])[C:67](=[O:70])[CH2:66][C@@H:65]1[C:71]1[CH:76]=[CH:75][C:74](I)=[CH:73][CH:72]=1, predict the reaction product. The product is: [OH:62][C@H:63]([C:78]1[S:79][C:80]([C:83]2[CH:88]=[CH:87][CH:86]=[CH:85][CH:84]=2)=[CH:81][CH:82]=1)[C@@H:64]1[N:68]([CH3:69])[C:67](=[O:70])[CH2:66][C@@H:65]1[C:71]1[CH:76]=[CH:75][C:74]([C:14]([O:13][CH2:12][CH3:11])=[O:32])=[CH:73][CH:72]=1. (3) Given the reactants [CH2:1]([C:4]1[N:8]=[C:7]([N:9]2[CH2:14][CH2:13][C:12](=O)[CH2:11][CH2:10]2)[O:6][N:5]=1)[CH2:2][CH3:3].[CH:16]1([NH2:19])[CH2:18][CH2:17]1, predict the reaction product. The product is: [CH:16]1([NH:19][CH:12]2[CH2:13][CH2:14][N:9]([C:7]3[O:6][N:5]=[C:4]([CH2:1][CH2:2][CH3:3])[N:8]=3)[CH2:10][CH2:11]2)[CH2:18][CH2:17]1. (4) Given the reactants [F:1][CH:2]([F:27])[CH2:3][O:4][C:5]1[N:10]=[CH:9][C:8]([CH2:11][N:12]2[C:20](=[O:21])[C:19]3[CH:18]=[CH:17][N:16]=[C:15]([NH:22]C(=O)C)[C:14]=3[CH2:13]2)=[CH:7][C:6]=1[CH3:26].[ClH:28], predict the reaction product. The product is: [ClH:28].[NH2:22][C:15]1[C:14]2[CH2:13][N:12]([CH2:11][C:8]3[CH:9]=[N:10][C:5]([O:4][CH2:3][CH:2]([F:1])[F:27])=[C:6]([CH3:26])[CH:7]=3)[C:20](=[O:21])[C:19]=2[CH:18]=[CH:17][N:16]=1.